From a dataset of Reaction yield outcomes from USPTO patents with 853,638 reactions. Predict the reaction yield, written as a fraction of the theoretical maximum amount of product (1.0 means a 100% yield; for example, 0.34 means a 34% yield). (1) The reactants are [CH:1]1([C:4]2[CH:9]=[CH:8][N:7]=[CH:6][C:5]=2[N:10]2[CH2:14][CH2:13][NH:12][C:11]2=[O:15])[CH2:3][CH2:2]1.Br[C:17]1[CH:18]=[CH:19][C:20]2[CH:24]=[C:23]([F:25])[S:22][C:21]=2[CH:26]=1.CN[C@@H]1CCCC[C@H]1NC.P([O-])([O-])([O-])=O.[K+].[K+].[K+]. The catalyst is [Cu](I)I.O1CCOCC1. The product is [CH:1]1([C:4]2[CH:9]=[CH:8][N:7]=[CH:6][C:5]=2[N:10]2[CH2:14][CH2:13][N:12]([C:17]3[CH:18]=[CH:19][C:20]4[CH:24]=[C:23]([F:25])[S:22][C:21]=4[CH:26]=3)[C:11]2=[O:15])[CH2:3][CH2:2]1. The yield is 0.0400. (2) The reactants are CC([N:5]([C@H:9]1[C:18]2[C:13](=[CH:14][CH:15]=[C:16]([C:19]#[C:20][Si:21]([CH:28]([CH3:30])[CH3:29])([CH:25]([CH3:27])[CH3:26])[CH:22]([CH3:24])[CH3:23])[CH:17]=2)[N:12]([C:31](=[O:33])[CH3:32])[C@@H:11]([CH3:34])[CH2:10]1)C(=O)[O-])(C)C.[ClH:35]. The catalyst is O1CCOCC1. The product is [ClH:35].[C:31]([N:12]1[C:13]2[C:18](=[CH:17][C:16]([C:19]#[C:20][Si:21]([CH:22]([CH3:24])[CH3:23])([CH:28]([CH3:30])[CH3:29])[CH:25]([CH3:27])[CH3:26])=[CH:15][CH:14]=2)[C@H:9]([NH2:5])[CH2:10][C@@H:11]1[CH3:34])(=[O:33])[CH3:32]. The yield is 0.750. (3) The reactants are [CH3:1][N:2]([CH2:4][C:5]1[CH:22]=[CH:21][C:8](/[CH:9]=[N:10]/[C:11]2[CH:19]=[CH:18][CH:17]=[C:16]3[C:12]=2[CH2:13][O:14][C:15]3=[O:20])=[CH:7][CH:6]=1)[CH3:3].[CH3:23][N:24]1[C:28]([CH:29]=O)=[N:27][CH:26]=[N:25]1.[CH3:31][CH2:32][O-:33].[Na+]. The catalyst is C(OCC)(=O)CC. The product is [CH3:1][N:2]([CH2:4][C:5]1[CH:22]=[CH:21][C:8]([CH:9]2[CH:29]([C:28]3[N:24]([CH3:23])[N:25]=[CH:26][N:27]=3)[C:32](=[O:33])[C:31]3[C:16]([C:15]([O:14][CH2:13][CH3:12])=[O:20])=[CH:17][CH:18]=[CH:19][C:11]=3[NH:10]2)=[CH:7][CH:6]=1)[CH3:3]. The yield is 0.160. (4) The reactants are Cl[C:2]1[C:3]([C@@H:13]([N:15]2[C:23](=[O:24])[C:22]3[C:17](=[CH:18][CH:19]=[CH:20][CH:21]=3)[C:16]2=[O:25])[CH3:14])=[N:4][C:5]2[C:10]([N:11]=1)=[C:9]([Cl:12])[CH:8]=[CH:7][CH:6]=2.[CH3:26][S:27][C:28]1[CH:33]=[CH:32][CH:31]=[CH:30][C:29]=1B(O)O.C(=O)([O-])[O-].[K+].[K+].C(Cl)Cl. The catalyst is CN(C=O)C. The product is [Cl:12][C:9]1[CH:8]=[CH:7][CH:6]=[C:5]2[C:10]=1[N:11]=[C:2]([C:29]1[CH:30]=[CH:31][CH:32]=[CH:33][C:28]=1[S:27][CH3:26])[C:3]([C@@H:13]([N:15]1[C:16](=[O:25])[C:17]3[C:22](=[CH:21][CH:20]=[CH:19][CH:18]=3)[C:23]1=[O:24])[CH3:14])=[N:4]2. The yield is 0.950.